The task is: Predict the reaction yield, written as a fraction of the theoretical maximum amount of product (1.0 means a 100% yield; for example, 0.34 means a 34% yield).. This data is from Reaction yield outcomes from USPTO patents with 853,638 reactions. (1) The reactants are [Cl:1][C:2]1[N:10]=[C:9]2[C:5]([N:6]=[CH:7][NH:8]2)=[C:4]([N:11]2[CH:16]3[CH2:17][CH2:18][CH:12]2[CH2:13][O:14][CH2:15]3)[N:3]=1.CI.[C:21]([O-])([O-])=O.[K+].[K+]. The catalyst is C1COCC1. The product is [Cl:1][C:2]1[N:10]=[C:9]2[C:5]([N:6]=[CH:7][N:8]2[CH3:21])=[C:4]([N:11]2[CH:12]3[CH2:18][CH2:17][CH:16]2[CH2:15][O:14][CH2:13]3)[N:3]=1. The yield is 0.980. (2) The reactants are [Cl:1][C:2]1[CH:3]=[CH:4][C:5]([C:8](=[O:10])[CH3:9])=[N:6][CH:7]=1.[BH4-].[Na+]. The catalyst is CO. The product is [Cl:1][C:2]1[CH:3]=[CH:4][C:5]([CH:8]([OH:10])[CH3:9])=[N:6][CH:7]=1. The yield is 0.500. (3) The reactants are [Si:1]([O:8][CH2:9][C@@H:10]1[CH2:14][CH2:13][C@H:12]([CH2:15][O:16][Si:17]([C:20]([CH3:23])([CH3:22])[CH3:21])([CH3:19])[CH3:18])[N:11]1[C:24]1[N:29]=[C:28]([C:30]2[CH:35]=[CH:34][C:33]([N+:36]([O-])=O)=[CH:32][CH:31]=2)[N:27]=[C:26]([N:39]2[CH:44]3[CH2:45][CH2:46][CH:40]2[CH2:41][O:42][CH2:43]3)[N:25]=1)([C:4]([CH3:7])([CH3:6])[CH3:5])([CH3:3])[CH3:2].[H][H]. The catalyst is [Pd].O1CCCC1. The product is [CH:40]12[N:39]([C:26]3[N:25]=[C:24]([N:11]4[C@@H:12]([CH2:15][O:16][Si:17]([C:20]([CH3:22])([CH3:23])[CH3:21])([CH3:19])[CH3:18])[CH2:13][CH2:14][C@H:10]4[CH2:9][O:8][Si:1]([C:4]([CH3:5])([CH3:6])[CH3:7])([CH3:3])[CH3:2])[N:29]=[C:28]([C:30]4[CH:35]=[CH:34][C:33]([NH2:36])=[CH:32][CH:31]=4)[N:27]=3)[CH:44]([CH2:45][CH2:46]1)[CH2:43][O:42][CH2:41]2. The yield is 0.800. (4) The reactants are [C:1]([O:5]O)(C)([CH3:3])[CH3:2].[CH3:7][C:8]([CH3:28])([CH3:27])[C:9]([O:11][CH2:12][C:13]1[NH:22][C:21](=[O:23])[C:20]2[C:15](=[CH:16][C:17]3CCC[C:18]=3[CH:19]=2)[N:14]=1)=[O:10]. The catalyst is C(Cl)Cl. The product is [CH3:7][C:8]([CH3:28])([CH3:27])[C:9]([O:11][CH2:12][C:13]1[NH:22][C:21](=[O:23])[C:20]2[C:15](=[CH:16][C:17]3[CH2:18][CH2:3][C:1](=[O:5])[C:2]=3[CH:19]=2)[N:14]=1)=[O:10]. The yield is 0.450. (5) The reactants are Br[CH2:2][C:3]1[CH:8]=[CH:7][C:6]([O:9][CH3:10])=[CH:5][C:4]=1[CH2:11]Br.[OH-].[Na+].C1(C)C=CC=CC=1.[CH2:22]([NH2:29])[C:23]1[CH:28]=[CH:27][CH:26]=[CH:25][CH:24]=1. The catalyst is [Cl-].C([N+](CC)(CC)CC)C1C=CC=CC=1.C(OCC)(=O)C. The product is [CH2:22]([N:29]1[CH2:11][C:4]2[C:3](=[CH:8][CH:7]=[C:6]([O:9][CH3:10])[CH:5]=2)[CH2:2]1)[C:23]1[CH:28]=[CH:27][CH:26]=[CH:25][CH:24]=1. The yield is 0.710. (6) The reactants are Br[C:2]1[CH:7]=[CH:6][C:5]([F:8])=[CH:4][C:3]=1[C:9]([N:11]1[CH2:18][CH2:17][C@@H:16]2[C@@H:13]([N:14]([C:19]3[N:24]=[C:23]([CH3:25])[CH:22]=[C:21]([CH3:26])[N:20]=3)[CH2:15]2)[CH2:12]1)=[O:10].[N:27]1[CH:32]=[C:31](B(O)O)[CH:30]=[N:29][CH:28]=1.C([O-])([O-])=O.[K+].[K+].O1CCOCC1. The catalyst is O. The product is [CH3:26][C:21]1[CH:22]=[C:23]([CH3:25])[N:24]=[C:19]([N:14]2[C@@H:13]3[C@@H:16]([CH2:17][CH2:18][N:11]([C:9]([C:3]4[CH:4]=[C:5]([F:8])[CH:6]=[CH:7][C:2]=4[C:31]4[CH:32]=[N:27][CH:28]=[N:29][CH:30]=4)=[O:10])[CH2:12]3)[CH2:15]2)[N:20]=1. The yield is 0.240. (7) The reactants are B1([C:7]2[CH:12]=[CH:11][CH:10]=[N:9][CH:8]=2)OCCCO1.[Cl:13][C:14]1[CH:15]=[C:16]([C:23]2[CH:27]=[CH:26][N:25]([CH2:28][C@@H:29]([NH:31][C:32]([C:34]3[N:35]=[CH:36][NH:37][CH:38]=3)=[O:33])[CH3:30])[N:24]=2)[CH:17]=[C:18]([F:22])[C:19]=1[C:20]#[N:21].N1C=CC=CC=1. The catalyst is C([O-])(=O)C.[Cu+2].C([O-])(=O)C.C(Cl)Cl. The product is [Cl:13][C:14]1[CH:15]=[C:16]([C:23]2[CH:27]=[CH:26][N:25]([CH2:28][C@@H:29]([NH:31][C:32]([C:34]3[N:35]=[CH:36][N:37]([C:7]4[CH:8]=[N:9][CH:10]=[CH:11][CH:12]=4)[CH:38]=3)=[O:33])[CH3:30])[N:24]=2)[CH:17]=[C:18]([F:22])[C:19]=1[C:20]#[N:21]. The yield is 0.166. (8) The reactants are Cl[C:2]1[N:3]=[C:4]([N:17]2[CH2:22][CH2:21][O:20][CH2:19][C@@H:18]2[CH3:23])[C:5]2[CH2:11][CH2:10][N:9]([C:12](=O)[CH:13]([F:15])[F:14])[CH2:8][C:6]=2[N:7]=1.Cl.Cl[C:26]1[N:27]=[C:28](N2CCOC[C@@H]2C)[C:29]2[CH2:35][CH2:34]N[CH2:32][C:30]=2[N:31]=1.F[CH:44](F)[C:45](O)=O.CCN(C(C)C)C(C)C.CN(C([O:65]N1N=NC2C=CC=NC1=2)=[N+](C)C)C.F[P-](F)(F)(F)(F)F. The catalyst is C1COCC1.O. The product is [F:14][CH:13]([F:15])[CH2:12][N:9]1[CH2:10][CH2:11][C:5]2[C:4]([N:17]3[CH2:22][CH2:21][O:20][CH2:19][C@@H:18]3[CH3:23])=[N:3][C:2]([C:34]3[CH:35]=[CH:29][C:28]([NH:27][C:26]([NH:31][CH2:30][CH3:32])=[O:65])=[CH:45][CH:44]=3)=[N:7][C:6]=2[CH2:8]1. The yield is 0.850. (9) The reactants are [CH2:1]([NH:8][C:9]([CH2:11][CH2:12][C:13]([CH3:18])([CH3:17])[C:14]([OH:16])=[O:15])=[O:10])[C:2]1[CH:7]=[CH:6][CH:5]=[CH:4][CH:3]=1.C[Si]([N-][Si](C)(C)C)(C)C.[Na+].[C:29](O[C:29]([O:31][C:32]([CH3:35])([CH3:34])[CH3:33])=[O:30])([O:31][C:32]([CH3:35])([CH3:34])[CH3:33])=[O:30].[NH4+].[Cl-].Cl. The catalyst is C1COCC1. The product is [CH2:1]([N:8]([C:29]([O:31][C:32]([CH3:35])([CH3:34])[CH3:33])=[O:30])[C:9](=[O:10])[CH2:11][CH2:12][C:13]([CH3:18])([CH3:17])[C:14]([OH:16])=[O:15])[C:2]1[CH:7]=[CH:6][CH:5]=[CH:4][CH:3]=1. The yield is 0.390.